This data is from Full USPTO retrosynthesis dataset with 1.9M reactions from patents (1976-2016). The task is: Predict the reactants needed to synthesize the given product. (1) Given the product [CH2:42]([O:44][C:45]([C:46]1[CH:47]=[N:29][N:28]([C:26]2[N:25]=[C:24]3[C:20]([N:21]=[CH:22][N:23]3[C@@H:30]3[CH2:34][C@H:33]([NH:35][C:36](=[O:39])[CH2:37][CH3:38])[C@@H:32]([OH:40])[C@H:31]3[OH:41])=[C:19]([NH:18][CH:9]([C:10]3[CH:15]=[CH:14][C:13]([O:16][CH3:17])=[CH:12][CH:11]=3)[C:6]3[CH:5]=[CH:4][C:3]([O:2][CH3:1])=[CH:8][CH:7]=3)[N:27]=2)[CH:49]=1)=[O:51])[CH3:43], predict the reactants needed to synthesize it. The reactants are: [CH3:1][O:2][C:3]1[CH:8]=[CH:7][C:6]([CH:9]([NH:18][C:19]2[N:27]=[C:26]([NH:28][NH2:29])[N:25]=[C:24]3[C:20]=2[N:21]=[CH:22][N:23]3[C@@H:30]2[CH2:34][C@H:33]([NH:35][C:36](=[O:39])[CH2:37][CH3:38])[C@@H:32]([OH:40])[C@H:31]2[OH:41])[C:10]2[CH:15]=[CH:14][C:13]([O:16][CH3:17])=[CH:12][CH:11]=2)=[CH:5][CH:4]=1.[CH2:42]([O:44][C:45](=[O:51])[CH:46]([CH:49]=O)[CH:47]=O)[CH3:43]. (2) Given the product [Cl:1][C:2]1[CH:7]=[CH:6][C:5]([S:8]([CH:11]([C:19]2[CH:24]=[C:23]([F:25])[CH:22]=[CH:21][C:20]=2[F:26])[CH:12]([CH3:18])[CH2:13][CH2:14][CH2:15][S:16]([CH3:17])=[O:35])(=[O:10])=[O:9])=[CH:4][CH:3]=1, predict the reactants needed to synthesize it. The reactants are: [Cl:1][C:2]1[CH:7]=[CH:6][C:5]([S:8]([CH:11]([C:19]2[CH:24]=[C:23]([F:25])[CH:22]=[CH:21][C:20]=2[F:26])[CH:12]([CH3:18])[CH2:13][CH2:14][CH2:15][S:16][CH3:17])(=[O:10])=[O:9])=[CH:4][CH:3]=1.ClC1C=CC=C(C(OO)=[O:35])C=1.